This data is from NCI-60 drug combinations with 297,098 pairs across 59 cell lines. The task is: Regression. Given two drug SMILES strings and cell line genomic features, predict the synergy score measuring deviation from expected non-interaction effect. (1) Drug 1: C1=C(C(=O)NC(=O)N1)F. Drug 2: CC1=CC=C(C=C1)C2=CC(=NN2C3=CC=C(C=C3)S(=O)(=O)N)C(F)(F)F. Cell line: DU-145. Synergy scores: CSS=40.1, Synergy_ZIP=-0.781, Synergy_Bliss=-1.24, Synergy_Loewe=-1.86, Synergy_HSA=0.610. (2) Drug 1: C1=NC2=C(N1)C(=S)N=C(N2)N. Drug 2: C1=NC2=C(N=C(N=C2N1C3C(C(C(O3)CO)O)O)F)N. Cell line: NCI-H322M. Synergy scores: CSS=33.0, Synergy_ZIP=-5.06, Synergy_Bliss=-0.586, Synergy_Loewe=-11.9, Synergy_HSA=-2.12. (3) Drug 1: C1=NC(=NC(=O)N1C2C(C(C(O2)CO)O)O)N. Drug 2: CC1C(C(CC(O1)OC2CC(CC3=C2C(=C4C(=C3O)C(=O)C5=C(C4=O)C(=CC=C5)OC)O)(C(=O)CO)O)N)O.Cl. Cell line: HOP-92. Synergy scores: CSS=32.3, Synergy_ZIP=-3.27, Synergy_Bliss=-0.140, Synergy_Loewe=-8.55, Synergy_HSA=1.33.